This data is from NCI-60 drug combinations with 297,098 pairs across 59 cell lines. The task is: Regression. Given two drug SMILES strings and cell line genomic features, predict the synergy score measuring deviation from expected non-interaction effect. (1) Drug 1: C1CC(=O)NC(=O)C1N2CC3=C(C2=O)C=CC=C3N. Drug 2: B(C(CC(C)C)NC(=O)C(CC1=CC=CC=C1)NC(=O)C2=NC=CN=C2)(O)O. Cell line: SF-295. Synergy scores: CSS=0.853, Synergy_ZIP=-5.52, Synergy_Bliss=-10.7, Synergy_Loewe=-5.54, Synergy_HSA=-6.10. (2) Drug 1: CS(=O)(=O)C1=CC(=C(C=C1)C(=O)NC2=CC(=C(C=C2)Cl)C3=CC=CC=N3)Cl. Drug 2: CCCCC(=O)OCC(=O)C1(CC(C2=C(C1)C(=C3C(=C2O)C(=O)C4=C(C3=O)C=CC=C4OC)O)OC5CC(C(C(O5)C)O)NC(=O)C(F)(F)F)O. Cell line: RPMI-8226. Synergy scores: CSS=1.04, Synergy_ZIP=4.39, Synergy_Bliss=12.0, Synergy_Loewe=2.49, Synergy_HSA=4.96. (3) Drug 1: CNC(=O)C1=CC=CC=C1SC2=CC3=C(C=C2)C(=NN3)C=CC4=CC=CC=N4. Drug 2: CC1C(C(CC(O1)OC2CC(OC(C2O)C)OC3=CC4=CC5=C(C(=O)C(C(C5)C(C(=O)C(C(C)O)O)OC)OC6CC(C(C(O6)C)O)OC7CC(C(C(O7)C)O)OC8CC(C(C(O8)C)O)(C)O)C(=C4C(=C3C)O)O)O)O. Cell line: CCRF-CEM. Synergy scores: CSS=17.0, Synergy_ZIP=0.362, Synergy_Bliss=9.69, Synergy_Loewe=11.8, Synergy_HSA=10.3. (4) Drug 1: C1=CC(=CC=C1CCC2=CNC3=C2C(=O)NC(=N3)N)C(=O)NC(CCC(=O)O)C(=O)O. Drug 2: CN(C)N=NC1=C(NC=N1)C(=O)N. Cell line: EKVX. Synergy scores: CSS=-4.54, Synergy_ZIP=0.721, Synergy_Bliss=-4.02, Synergy_Loewe=-8.88, Synergy_HSA=-7.15. (5) Drug 1: COC1=CC(=CC(=C1O)OC)C2C3C(COC3=O)C(C4=CC5=C(C=C24)OCO5)OC6C(C(C7C(O6)COC(O7)C8=CC=CS8)O)O. Drug 2: CC1C(C(CC(O1)OC2CC(OC(C2O)C)OC3=CC4=CC5=C(C(=O)C(C(C5)C(C(=O)C(C(C)O)O)OC)OC6CC(C(C(O6)C)O)OC7CC(C(C(O7)C)O)OC8CC(C(C(O8)C)O)(C)O)C(=C4C(=C3C)O)O)O)O. Cell line: OVCAR-4. Synergy scores: CSS=21.7, Synergy_ZIP=7.42, Synergy_Bliss=9.85, Synergy_Loewe=10.2, Synergy_HSA=10.6.